From a dataset of Full USPTO retrosynthesis dataset with 1.9M reactions from patents (1976-2016). Predict the reactants needed to synthesize the given product. Given the product [OH:4][C:3]1[C:5]([N+:11]([O-:13])=[O:12])=[CH:6][CH:7]=[CH:8][C:2]=1[C:1]([OH:10])=[O:9], predict the reactants needed to synthesize it. The reactants are: [C:1]([OH:10])(=[O:9])[C:2]1[C:3](=[CH:5][CH:6]=[CH:7][CH:8]=1)[OH:4].[N+:11]([O-])([O:13]C(C)C)=[O:12].S(=O)(=O)(O)O.